From a dataset of Peptide-MHC class II binding affinity with 134,281 pairs from IEDB. Regression. Given a peptide amino acid sequence and an MHC pseudo amino acid sequence, predict their binding affinity value. This is MHC class II binding data. The peptide sequence is INEPTAAAIAYGPDR. The MHC is HLA-DQA10102-DQB10602 with pseudo-sequence HLA-DQA10102-DQB10602. The binding affinity (normalized) is 0.796.